This data is from Catalyst prediction with 721,799 reactions and 888 catalyst types from USPTO. The task is: Predict which catalyst facilitates the given reaction. Reactant: O[C:2]1[C:3]2[C:8]([C:9]([O:27][CH3:28])=[C:10]3[C:15]=1[C:14](=[O:16])[CH2:13][CH2:12][C@@H:11]3[O:17][CH2:18][C:19]1[CH:24]=[CH:23][C:22]([O:25][CH3:26])=[CH:21][CH:20]=1)=[CH:7][C:6]([CH3:29])=[C:5](/[CH:30]=C/C)[C:4]=2[O:33][CH2:34][O:35][CH3:36].N1C(C)=CC=CC=1C.I([O-])(=O)(=O)=[O:46].[Na+].[OH2:51]. Product: [OH:51][C:2]1[C:15]2[C:14](=[O:16])[CH2:13][CH2:12][C@H:11]([O:17][CH2:18][C:19]3[CH:24]=[CH:23][C:22]([O:25][CH3:26])=[CH:21][CH:20]=3)[C:10]=2[C:9]([O:27][CH3:28])=[C:8]2[C:3]=1[C:4]([O:33][CH2:34][O:35][CH3:36])=[C:5]([CH:30]=[O:46])[C:6]([CH3:29])=[CH:7]2. The catalyst class is: 7.